Predict which catalyst facilitates the given reaction. From a dataset of Catalyst prediction with 721,799 reactions and 888 catalyst types from USPTO. (1) Reactant: COC1C=CC(P2(SP(C3C=CC(OC)=CC=3)(=S)S2)=[S:10])=CC=1.[F:23][C:24]1[CH:29]=[CH:28][C:27]([C:30]2[O:31][C:32]3[CH:41]=[C:40]([NH:42][S:43]([CH3:46])(=[O:45])=[O:44])[C:39]([O:47][CH:48]([CH3:50])[CH3:49])=[CH:38][C:33]=3[C:34]=2[C:35]([NH2:37])=O)=[CH:26][CH:25]=1. Product: [F:23][C:24]1[CH:29]=[CH:28][C:27]([C:30]2[O:31][C:32]3[CH:41]=[C:40]([NH:42][S:43]([CH3:46])(=[O:44])=[O:45])[C:39]([O:47][CH:48]([CH3:49])[CH3:50])=[CH:38][C:33]=3[C:34]=2[C:35](=[S:10])[NH2:37])=[CH:26][CH:25]=1. The catalyst class is: 1. (2) Reactant: C([O:8][C:9]1[CH:10]=[C:11]([C:15]([CH2:21][O:22][CH3:23])=[CH:16][C:17]([O:19][CH3:20])=[O:18])[CH:12]=[CH:13][CH:14]=1)C1C=CC=CC=1. Product: [OH:8][C:9]1[CH:10]=[C:11]([CH:15]([CH2:21][O:22][CH3:23])[CH2:16][C:17]([O:19][CH3:20])=[O:18])[CH:12]=[CH:13][CH:14]=1. The catalyst class is: 99. (3) Reactant: [Cl:1][C:2]1[CH:7]=[CH:6][C:5]([S:8]([CH:11]([C:25]2[CH:30]=[C:29]([F:31])[CH:28]=[CH:27][C:26]=2[F:32])[CH2:12][CH2:13][N:14]([CH2:22][CH2:23][OH:24])C(=O)OC(C)(C)C)(=[O:10])=[O:9])=[CH:4][CH:3]=1.FC(F)(F)C(O)=O. Product: [ClH:1].[Cl:1][C:2]1[CH:3]=[CH:4][C:5]([S:8]([CH:11]([C:25]2[CH:30]=[C:29]([F:31])[CH:28]=[CH:27][C:26]=2[F:32])[CH2:12][CH2:13][NH:14][CH2:22][CH2:23][OH:24])(=[O:10])=[O:9])=[CH:6][CH:7]=1. The catalyst class is: 268. (4) Reactant: [Cl:1][C:2]1[N:3]=[C:4]([Cl:11])[C:5]2[CH:10]=[CH:9][NH:8][C:6]=2[N:7]=1.[H-].[Na+].[C:14]1([S:20](Cl)(=[O:22])=[O:21])[CH:19]=[CH:18][CH:17]=[CH:16][CH:15]=1. Product: [C:14]1([S:20]([N:8]2[C:6]3[N:7]=[C:2]([Cl:1])[N:3]=[C:4]([Cl:11])[C:5]=3[CH:10]=[CH:9]2)(=[O:22])=[O:21])[CH:19]=[CH:18][CH:17]=[CH:16][CH:15]=1. The catalyst class is: 1.